This data is from Forward reaction prediction with 1.9M reactions from USPTO patents (1976-2016). The task is: Predict the product of the given reaction. (1) Given the reactants F[C:2]1[CH:10]=[C:9]2[C:5]([C:6]([C:20]3[CH:21]=[N:22][N:23]([C:25]([O:27][C:28]([CH3:31])([CH3:30])[CH3:29])=[O:26])[CH:24]=3)=[CH:7][N:8]2[S:11]([C:14]2[CH:19]=[CH:18][CH:17]=[CH:16][CH:15]=2)(=[O:13])=[O:12])=[CH:4][CH:3]=1.IC1C2C(=CC([C:42]([F:45])([F:44])[F:43])=CC=2)N(S(C2C=CC=CC=2)(=O)=O)C=1, predict the reaction product. The product is: [C:14]1([S:11]([N:8]2[C:9]3[C:5](=[CH:4][CH:3]=[C:2]([C:42]([F:45])([F:44])[F:43])[CH:10]=3)[C:6]([C:20]3[CH:21]=[N:22][N:23]([C:25]([O:27][C:28]([CH3:31])([CH3:30])[CH3:29])=[O:26])[CH:24]=3)=[CH:7]2)(=[O:12])=[O:13])[CH:15]=[CH:16][CH:17]=[CH:18][CH:19]=1. (2) Given the reactants [C:1]([O:8][CH3:9])(=[O:7])[CH2:2][C:3]([O:5][CH3:6])=[O:4].[H-].[Na+].Br[CH2:13][C:14]1[CH:19]=[CH:18][C:17]([F:20])=[C:16]([C:21]([F:24])([F:23])[F:22])[CH:15]=1, predict the reaction product. The product is: [CH3:6][O:5][C:3](=[O:4])[CH:2]([CH2:13][C:14]1[CH:19]=[CH:18][C:17]([F:20])=[C:16]([C:21]([F:24])([F:22])[F:23])[CH:15]=1)[C:1]([O:8][CH3:9])=[O:7]. (3) Given the reactants C(O[C:6]([NH:8][C@@H:9]([CH2:13][C:14]1[N:15]=[CH:16][NH:17][CH:18]=1)[C:10](O)=[O:11])=O)(C)(C)C.[H-].[H-].[H-].[H-].[Li+].[Al+3], predict the reaction product. The product is: [NH:17]1[CH:18]=[C:14]([CH2:13][C@H:9]([NH:8][CH3:6])[CH2:10][OH:11])[N:15]=[CH:16]1.